The task is: Regression. Given a peptide amino acid sequence and an MHC pseudo amino acid sequence, predict their binding affinity value. This is MHC class I binding data.. This data is from Peptide-MHC class I binding affinity with 185,985 pairs from IEDB/IMGT. The peptide sequence is IMDNSAKYV. The MHC is HLA-B44:03 with pseudo-sequence HLA-B44:03. The binding affinity (normalized) is 0.0742.